This data is from Full USPTO retrosynthesis dataset with 1.9M reactions from patents (1976-2016). The task is: Predict the reactants needed to synthesize the given product. (1) Given the product [Br:1][C:2]1[CH:11]=[C:10]2[C:5]([CH2:6][CH2:7][CH:8]([C:18]([CH3:21])([CH3:20])[CH3:19])[C:9]2=[O:12])=[CH:4][CH:3]=1, predict the reactants needed to synthesize it. The reactants are: [Br:1][C:2]1[CH:11]=[C:10]2[C:5]([CH2:6][CH2:7][CH:8]=[C:9]2[O:12][Si](C)(C)C)=[CH:4][CH:3]=1.Cl[C:18]([CH3:21])([CH3:20])[CH3:19]. (2) Given the product [CH3:13][O:14][C:15]1[CH:16]=[CH:17][C:18]([N:21]2[C:26](=[O:27])[C:25]([CH2:28][C:29]3[CH:34]=[CH:33][C:32]([C:35]4[CH:40]=[CH:39][CH:38]=[CH:37][C:36]=4[C:41]4[NH:3][C:4](=[O:7])[O:5][N:42]=4)=[CH:31][CH:30]=3)=[C:24]([CH2:43][CH2:44][CH3:45])[N:23]3[N:46]=[CH:47][N:48]=[C:22]23)=[CH:19][CH:20]=1, predict the reactants needed to synthesize it. The reactants are: [Cl-].O[NH3+:3].[C:4](=[O:7])([O-])[OH:5].[Na+].CS(C)=O.[CH3:13][O:14][C:15]1[CH:20]=[CH:19][C:18]([N:21]2[C:26](=[O:27])[C:25]([CH2:28][C:29]3[CH:34]=[CH:33][C:32]([C:35]4[C:36]([C:41]#[N:42])=[CH:37][CH:38]=[CH:39][CH:40]=4)=[CH:31][CH:30]=3)=[C:24]([CH2:43][CH2:44][CH3:45])[N:23]3[N:46]=[CH:47][N:48]=[C:22]23)=[CH:17][CH:16]=1. (3) The reactants are: [C:1]([O:5][C:6]([N:8]1[CH2:12][C@H:11](O)[CH2:10][C@H:9]1[C:14]([N:16]1[CH2:20][CH2:19][CH2:18][C@H:17]1[C:21]#[N:22])=[O:15])=[O:7])([CH3:4])([CH3:3])[CH3:2].C([N:25](CC)CC)C. Given the product [NH2:25][C@@H:11]1[CH2:12][N:8]([C:6]([O:5][C:1]([CH3:4])([CH3:3])[CH3:2])=[O:7])[C@H:9]([C:14]([N:16]2[CH2:20][CH2:19][CH2:18][C@H:17]2[C:21]#[N:22])=[O:15])[CH2:10]1, predict the reactants needed to synthesize it. (4) Given the product [Cl:1][C:2]1[CH:3]=[C:4]([NH2:16])[C:5]([NH:21][CH2:20][CH2:19][C:18]([F:23])([F:22])[F:17])=[CH:6][CH:7]=1, predict the reactants needed to synthesize it. The reactants are: [Cl:1][C:2]1[CH:3]=[C:4]([NH2:16])[C:5](N[C@@H]2CCS(=O)(=O)C2)=[CH:6][CH:7]=1.[F:17][C:18]([F:23])([F:22])[CH2:19][CH2:20][NH2:21]. (5) Given the product [C:20]([O:23][CH2:2][C:3]1[N:8]([C:9]2[CH:14]=[CH:13][CH:12]=[CH:11][C:10]=2[Cl:15])[C:7](=[O:16])[C:6]([C:17]#[N:18])=[C:5]([Cl:19])[CH:4]=1)(=[O:22])[CH3:21], predict the reactants needed to synthesize it. The reactants are: Br[CH2:2][C:3]1[N:8]([C:9]2[CH:14]=[CH:13][CH:12]=[CH:11][C:10]=2[Cl:15])[C:7](=[O:16])[C:6]([C:17]#[N:18])=[C:5]([Cl:19])[CH:4]=1.[C:20]([O-:23])(=[O:22])[CH3:21].[Na+].O. (6) Given the product [C@@H:1]1([NH:10][C:11]2[N:19]=[CH:18][N:17]=[C:16]3[C:12]=2[N:13]=[CH:14][N:15]3[C@H:20]2[C@:24]3([CH3:26])[O:25][C:31]([CH3:36])([CH3:32])[O:27][C@@H:23]3[C@@H:22]([CH2:28][OH:29])[O:21]2)[C:9]2[C:4](=[CH:5][CH:6]=[CH:7][CH:8]=2)[CH2:3][CH2:2]1, predict the reactants needed to synthesize it. The reactants are: [C@@H:1]1([NH:10][C:11]2[N:19]=[CH:18][N:17]=[C:16]3[C:12]=2[N:13]=[CH:14][N:15]3[C@H:20]2[C@:24]([CH3:26])([OH:25])[C@H:23]([OH:27])[C@@H:22]([CH2:28][OH:29])[O:21]2)[C:9]2[C:4](=[CH:5][CH:6]=[CH:7][CH:8]=2)[CH2:3][CH2:2]1.O.[C:31]1(C)[CH:36]=CC(S(O)(=O)=O)=C[CH:32]=1.COC(OC)(C)C.CO. (7) Given the product [CH3:5][O:6][C:7]1[CH:14]=[CH:13][C:10]([CH2:11][NH:1][CH2:2][CH2:3][OH:4])=[CH:9][CH:8]=1, predict the reactants needed to synthesize it. The reactants are: [NH2:1][CH2:2][CH2:3][OH:4].[CH3:5][O:6][C:7]1[CH:14]=[CH:13][C:10]([CH:11]=O)=[CH:9][CH:8]=1.[O-]S([O-])(=O)=O.[Na+].[Na+].[BH-](OC(C)=O)(OC(C)=O)OC(C)=O.[Na+]. (8) Given the product [CH2:5]1[CH2:10][CH2:9][CH2:8][CH2:7][CH2:6]1.[C:23]([O:24][C:27]([CH3:28])([CH3:29])[CH3:31])(=[O:33])[C:15]1[CH:16]=[CH:17][CH:18]=[C:19]([C:3]([O-:4])=[O:2])[CH:20]=1, predict the reactants needed to synthesize it. The reactants are: C[O:2][C:3]([CH:5]1[CH2:10][CH2:9][CH:8](C(OC)=O)[CH2:7][CH2:6]1)=[O:4].[CH:15]1([CH2:23][OH:24])[CH2:20][CH2:19][CH:18](CO)[CH2:17][CH2:16]1.OC[C:27]([CH3:31])([CH2:29]O)[CH3:28].C(C(CO)(CO)CC)[OH:33].[Sb]. (9) The reactants are: C(=O)(O[C@H:4]1[CH2:8][CH2:7][N:6]([C:9]([C:11]2([C:14]3[CH:19]=[CH:18][C:17]([Cl:20])=[CH:16][CH:15]=3)[CH2:13][CH2:12]2)=[O:10])[CH:5]1C(C)(C)C)N.Cl.C(#[N:29])C.C(N(CC)C(C)C)(C)C.[Cl:39][C:40]1[C:41]([CH3:50])=[C:42]([S:46](Cl)(=[O:48])=[O:47])[CH:43]=[CH:44][CH:45]=1.C(O)(C(F)(F)F)=O. Given the product [Cl:39][C:40]1[C:41]([CH3:50])=[C:42]([S:46]([NH:29][C@H:4]2[CH2:8][CH2:7][N:6]([C:9]([C:11]3([C:14]4[CH:19]=[CH:18][C:17]([Cl:20])=[CH:16][CH:15]=4)[CH2:12][CH2:13]3)=[O:10])[CH2:5]2)(=[O:48])=[O:47])[CH:43]=[CH:44][CH:45]=1, predict the reactants needed to synthesize it. (10) Given the product [C:1]([OH:10])(=[O:9])[C@@H:2]([C@H:4]([C:6]([OH:8])=[O:7])[OH:5])[OH:3].[F:11][NH:12][C@H:13]([C:18]([OH:20])=[O:19])[CH2:14][CH:15]([CH3:17])[CH3:16], predict the reactants needed to synthesize it. The reactants are: [C:1]([OH:10])(=[O:9])[C@@H:2]([C@H:4]([C:6]([OH:8])=[O:7])[OH:5])[OH:3].[F:11][NH:12][C@H:13]([C:18]([OH:20])=[O:19])[CH2:14][CH:15]([CH3:17])[CH3:16].CC(OC)(C)C.